This data is from Forward reaction prediction with 1.9M reactions from USPTO patents (1976-2016). The task is: Predict the product of the given reaction. Given the reactants [CH2:1]([O:3][C:4]([C:6]1[C:10]([N+:11]([O-:13])=[O:12])=[CH:9][NH:8][N:7]=1)=[O:5])[CH3:2].Br[CH2:15][CH:16]1[CH2:18][CH2:17]1, predict the reaction product. The product is: [CH2:1]([O:3][C:4]([C:6]1[C:10]([N+:11]([O-:13])=[O:12])=[CH:9][N:8]([CH2:15][CH:16]2[CH2:18][CH2:17]2)[N:7]=1)=[O:5])[CH3:2].